From a dataset of Forward reaction prediction with 1.9M reactions from USPTO patents (1976-2016). Predict the product of the given reaction. (1) Given the reactants [OH:1][CH:2]1[CH2:7][CH2:6][CH2:5][CH:4]([O:8][CH2:9][C:10]2[CH:19]=[CH:18][CH:17]=[C:16]([CH3:20])[C:11]=2[C:12]([O:14]C)=[O:13])[CH2:3]1.[F:21][C:22]([F:39])([F:38])[O:23][C:24]1[CH:25]=[C:26]([C:30]2[O:31][C:32]([CH3:37])=[C:33]([CH2:35]I)[N:34]=2)[CH:27]=[CH:28][CH:29]=1, predict the reaction product. The product is: [F:39][C:22]([F:21])([F:38])[O:23][C:24]1[CH:25]=[C:26]([C:30]2[O:31][C:32]([CH3:37])=[C:33]([CH2:35][O:1][CH:2]3[CH2:7][CH2:6][CH2:5][CH:4]([O:8][CH2:9][C:10]4[CH:19]=[CH:18][CH:17]=[C:16]([CH3:20])[C:11]=4[C:12]([OH:14])=[O:13])[CH2:3]3)[N:34]=2)[CH:27]=[CH:28][CH:29]=1. (2) The product is: [CH3:16][N:13]1[CH2:14][CH2:15][N:10]([CH2:9][CH2:8][C:5]2[CH:6]=[CH:7][C:2]([CH:24]=[O:25])=[CH:3][CH:4]=2)[CH2:11][CH2:12]1. Given the reactants Br[C:2]1[CH:7]=[CH:6][C:5]([CH2:8][CH2:9][N:10]2[CH2:15][CH2:14][N:13]([CH3:16])[CH2:12][CH2:11]2)=[CH:4][CH:3]=1.C([Li])CCC.CN(C)[CH:24]=[O:25], predict the reaction product. (3) Given the reactants [C:1]([O:5][C:6]([CH:8]1[CH2:13][CH2:12][N:11]([C:14]2[C:24]([Cl:25])=[CH:23][C:17]([C:18]([O:20][CH2:21][CH3:22])=[O:19])=[C:16](Cl)[N:15]=2)[CH2:10][CH2:9]1)=[O:7])([CH3:4])([CH3:3])[CH3:2].[SH:27][CH2:28][CH2:29][NH:30][C:31](=[O:33])[CH3:32].CCN(C(C)C)C(C)C, predict the reaction product. The product is: [C:31]([NH:30][CH2:29][CH2:28][S:27][C:16]1[N:15]=[C:14]([N:11]2[CH2:12][CH2:13][CH:8]([C:6]([O:5][C:1]([CH3:4])([CH3:3])[CH3:2])=[O:7])[CH2:9][CH2:10]2)[C:24]([Cl:25])=[CH:23][C:17]=1[C:18]([O:20][CH2:21][CH3:22])=[O:19])(=[O:33])[CH3:32]. (4) The product is: [C:1]([O:5][C:6]([N:8]1[CH2:9][CH2:10][CH:11]([C:14]2[N:15]=[CH:16][C:17]([NH:21][C:38]([C:24]3[CH:25]=[N:26][N:27]([C:28]4[CH:33]=[CH:32][C:31]([C:34]([F:36])([F:37])[F:35])=[CH:30][N:29]=4)[C:23]=3[CH3:22])=[O:39])=[CH:18][C:19]=2[CH3:20])[CH2:12][CH2:13]1)=[O:7])([CH3:4])([CH3:3])[CH3:2]. Given the reactants [C:1]([O:5][C:6]([N:8]1[CH2:13][CH2:12][CH:11]([C:14]2[C:19]([CH3:20])=[CH:18][C:17]([NH2:21])=[CH:16][N:15]=2)[CH2:10][CH2:9]1)=[O:7])([CH3:4])([CH3:3])[CH3:2].[CH3:22][C:23]1[N:27]([C:28]2[CH:33]=[CH:32][C:31]([C:34]([F:37])([F:36])[F:35])=[CH:30][N:29]=2)[N:26]=[CH:25][C:24]=1[C:38](Cl)=[O:39].C(N(CC)CC)C.O, predict the reaction product. (5) Given the reactants [NH2:1][CH2:2][CH2:3][C@@H:4]1[C@@H:12]([C@@:13]2([CH3:21])[CH2:18][CH2:17][C@H:16]([OH:19])[CH2:15][C@@H:14]2[OH:20])[CH2:11][CH2:10][C@@:9]2([CH3:22])[C@H:5]1[CH2:6][CH2:7][C:8]2=[CH2:23].[CH:24](=O)[C:25]1[CH:30]=[CH:29][C:28]([O:31][CH3:32])=[CH:27][CH:26]=1.[O-]S([O-])(=O)=O.[Mg+2].[BH4-].[Na+], predict the reaction product. The product is: [CH3:32][O:31][C:28]1[CH:29]=[CH:30][C:25]([CH2:24][NH:1][CH2:2][CH2:3][C@@H:4]2[C@@H:12]([C@@:13]3([CH3:21])[CH2:18][CH2:17][C@H:16]([OH:19])[CH2:15][C@@H:14]3[OH:20])[CH2:11][CH2:10][C@@:9]3([CH3:22])[C@H:5]2[CH2:6][CH2:7][C:8]3=[CH2:23])=[CH:26][CH:27]=1. (6) Given the reactants [Br:1][C:2]1[CH:7]=[CH:6][CH:5]=[CH:4][C:3]=1[CH2:8][C:9](=[N:11]O)[CH3:10].CS(Cl)(=O)=O.N12CCCN=C1CCCCC2, predict the reaction product. The product is: [Br:1][C:2]1[CH:7]=[CH:6][CH:5]=[CH:4][C:3]=1[CH:8]1[C:9]([CH3:10])=[N:11]1.